This data is from Forward reaction prediction with 1.9M reactions from USPTO patents (1976-2016). The task is: Predict the product of the given reaction. (1) Given the reactants [C:1]([O:5][C:6]([N:8]1[CH2:13][CH2:12][C:11]2[C:14]([C:18]3[S:19][CH:20]=[C:21]([CH3:23])[N:22]=3)=[C:15]([NH2:17])[S:16][C:10]=2[CH2:9]1)=[O:7])([CH3:4])([CH3:3])[CH3:2].[C:24]12[C:32](=[O:33])[O:31][C:29](=[O:30])[C:25]=1[CH2:26][CH2:27][CH2:28]2, predict the reaction product. The product is: [C:1]([O:5][C:6]([N:8]1[CH2:13][CH2:12][C:11]2[C:14]([C:18]3[S:19][CH:20]=[C:21]([CH3:23])[N:22]=3)=[C:15]([NH:17][C:32]([C:24]3[CH2:28][CH2:27][CH2:26][C:25]=3[C:29]([OH:31])=[O:30])=[O:33])[S:16][C:10]=2[CH2:9]1)=[O:7])([CH3:4])([CH3:3])[CH3:2]. (2) Given the reactants [CH3:1][C:2]1[CH:3]=[N:4][CH:5]=[C:6]([CH:11]=1)[C:7]([O:9][CH3:10])=[O:8], predict the reaction product. The product is: [CH3:1][CH:2]1[CH2:3][NH:4][CH2:5][CH:6]([C:7]([O:9][CH3:10])=[O:8])[CH2:11]1. (3) Given the reactants Cl.Cl[C:3]1[N:12]=[C:11]([N:13]([C:15]2[CH:20]=[CH:19][C:18]([O:21][CH3:22])=[CH:17][CH:16]=2)[CH3:14])[C:10]2[C:5](=[CH:6][CH:7]=[CH:8][CH:9]=2)[N:4]=1.C([N:25](C(C)C)C(C)C)C.[CH3:32][NH:33][CH2:34][CH2:35][CH2:36][NH2:37].C(=O)(O)[O-:39], predict the reaction product. The product is: [NH2:37][CH2:36][CH2:35][CH2:34][N:33]([CH3:32])[C:3]1[N:12]=[C:11]([N:13]([C:15]2[CH:20]=[CH:19][C:18]([O:21][CH3:22])=[CH:17][CH:16]=2)[CH3:14])[C:10]2[C:5](=[CH:6][CH:7]=[CH:8][CH:9]=2)[N:4]=1.[NH4+:25].[OH-:39]. (4) Given the reactants [CH2:1]([O:8][C:9]([NH:11][C@H:12]([CH2:22]Br)[CH2:13][CH2:14][C:15]([O:17][C:18]([CH3:21])([CH3:20])[CH3:19])=[O:16])=[O:10])[C:2]1[CH:7]=[CH:6][CH:5]=[CH:4][CH:3]=1.C([SnH](CCCC)CCCC)CCC.N(C(C)(C)C#N)=NC(C)(C)C#N.O, predict the reaction product. The product is: [CH2:1]([O:8][C:9]([NH:11][C@H:12]([CH3:22])[CH2:13][CH2:14][C:15]([O:17][C:18]([CH3:21])([CH3:20])[CH3:19])=[O:16])=[O:10])[C:2]1[CH:3]=[CH:4][CH:5]=[CH:6][CH:7]=1. (5) The product is: [CH:17]1([N:5]2[CH:6]=[CH:7][C:2]([I:1])=[CH:3][C:4]2=[O:8])[CH2:18][CH2:19]1. Given the reactants [I:1][C:2]1[CH:7]=[CH:6][NH:5][C:4](=[O:8])[CH:3]=1.C1C=CN=C(C2C=[CH:17][CH:18]=[CH:19]N=2)C=1.C1(B(O)O)CC1.C([O-])([O-])=O.[Na+].[Na+], predict the reaction product.